From a dataset of NCI-60 drug combinations with 297,098 pairs across 59 cell lines. Regression. Given two drug SMILES strings and cell line genomic features, predict the synergy score measuring deviation from expected non-interaction effect. (1) Drug 1: CCC1(CC2CC(C3=C(CCN(C2)C1)C4=CC=CC=C4N3)(C5=C(C=C6C(=C5)C78CCN9C7C(C=CC9)(C(C(C8N6C=O)(C(=O)OC)O)OC(=O)C)CC)OC)C(=O)OC)O.OS(=O)(=O)O. Drug 2: CC=C1C(=O)NC(C(=O)OC2CC(=O)NC(C(=O)NC(CSSCCC=C2)C(=O)N1)C(C)C)C(C)C. Cell line: CCRF-CEM. Synergy scores: CSS=23.5, Synergy_ZIP=-0.919, Synergy_Bliss=-2.20, Synergy_Loewe=-10.9, Synergy_HSA=-3.45. (2) Drug 1: CN(C(=O)NC(C=O)C(C(C(CO)O)O)O)N=O. Drug 2: CC(C)CN1C=NC2=C1C3=CC=CC=C3N=C2N. Cell line: MCF7. Synergy scores: CSS=-1.42, Synergy_ZIP=1.82, Synergy_Bliss=1.84, Synergy_Loewe=0.551, Synergy_HSA=-0.419. (3) Drug 1: CC12CCC3C(C1CCC2OP(=O)(O)O)CCC4=C3C=CC(=C4)OC(=O)N(CCCl)CCCl.[Na+]. Drug 2: CC1C(C(CC(O1)OC2CC(CC3=C2C(=C4C(=C3O)C(=O)C5=C(C4=O)C(=CC=C5)OC)O)(C(=O)CO)O)N)O.Cl. Cell line: OVCAR3. Synergy scores: CSS=47.4, Synergy_ZIP=5.20, Synergy_Bliss=4.92, Synergy_Loewe=2.62, Synergy_HSA=6.31. (4) Drug 1: CC1OCC2C(O1)C(C(C(O2)OC3C4COC(=O)C4C(C5=CC6=C(C=C35)OCO6)C7=CC(=C(C(=C7)OC)O)OC)O)O. Drug 2: CC1C(C(CC(O1)OC2CC(CC3=C2C(=C4C(=C3O)C(=O)C5=CC=CC=C5C4=O)O)(C(=O)C)O)N)O. Cell line: NCI-H322M. Synergy scores: CSS=41.8, Synergy_ZIP=-1.28, Synergy_Bliss=-1.80, Synergy_Loewe=-14.8, Synergy_HSA=-1.20. (5) Drug 1: CC1C(C(CC(O1)OC2CC(CC3=C2C(=C4C(=C3O)C(=O)C5=C(C4=O)C(=CC=C5)OC)O)(C(=O)CO)O)N)O.Cl. Drug 2: COCCOC1=C(C=C2C(=C1)C(=NC=N2)NC3=CC=CC(=C3)C#C)OCCOC.Cl. Cell line: NCI-H460. Synergy scores: CSS=8.06, Synergy_ZIP=0.0167, Synergy_Bliss=3.55, Synergy_Loewe=-0.969, Synergy_HSA=2.08. (6) Drug 1: CC1C(C(CC(O1)OC2CC(CC3=C2C(=C4C(=C3O)C(=O)C5=C(C4=O)C(=CC=C5)OC)O)(C(=O)CO)O)N)O.Cl. Drug 2: CN(C(=O)NC(C=O)C(C(C(CO)O)O)O)N=O. Cell line: OVCAR3. Synergy scores: CSS=1.27, Synergy_ZIP=3.01, Synergy_Bliss=4.56, Synergy_Loewe=-0.212, Synergy_HSA=0.500. (7) Drug 1: C1=CC(=CC=C1CCC2=CNC3=C2C(=O)NC(=N3)N)C(=O)NC(CCC(=O)O)C(=O)O. Drug 2: CC(C)NC(=O)C1=CC=C(C=C1)CNNC.Cl. Cell line: T-47D. Synergy scores: CSS=4.60, Synergy_ZIP=-1.48, Synergy_Bliss=0.868, Synergy_Loewe=-1.81, Synergy_HSA=-0.317.